This data is from Reaction yield outcomes from USPTO patents with 853,638 reactions. The task is: Predict the reaction yield, written as a fraction of the theoretical maximum amount of product (1.0 means a 100% yield; for example, 0.34 means a 34% yield). (1) The reactants are [OH-].[Li+].[Br:3][C:4]1[N:5]([C:15]2[C:24]3[C:19](=[CH:20][CH:21]=[CH:22][CH:23]=3)[C:18]([CH:25]3[CH2:27][CH2:26]3)=[CH:17][CH:16]=2)[C:6]([S:9][CH2:10][C:11]([O:13]C)=[O:12])=[N:7][N:8]=1.Cl. The catalyst is O.C(O)C.C1COCC1. The product is [Br:3][C:4]1[N:5]([C:15]2[C:24]3[C:19](=[CH:20][CH:21]=[CH:22][CH:23]=3)[C:18]([CH:25]3[CH2:27][CH2:26]3)=[CH:17][CH:16]=2)[C:6]([S:9][CH2:10][C:11]([OH:13])=[O:12])=[N:7][N:8]=1. The yield is 0.930. (2) The reactants are [Cl:1][C:2]1[CH:9]=[CH:8][C:5]([CH:6]=[CH2:7])=[CH:4][CH:3]=1.[N+](=[CH:12][C:13]([O:15]CC)=[O:14])=[N-].O.[OH-].[Li+].CCOC(C)=O. The catalyst is ClCCl.C1COCC1.O.CC([O-])=O.CC([O-])=O.[Pd+2]. The product is [Cl:1][C:2]1[CH:9]=[CH:8][C:5]([CH:6]2[CH2:7][CH:12]2[C:13]([OH:15])=[O:14])=[CH:4][CH:3]=1. The yield is 0.160. (3) The reactants are [Br:1][C:2]1[S:6][C:5]([C:7](=[O:9])[CH3:8])=[CH:4][CH:3]=1.[CH3:10][Mg]Br. The catalyst is CCOCC. The product is [Br:1][C:2]1[S:6][C:5]([C:7]([OH:9])([CH3:10])[CH3:8])=[CH:4][CH:3]=1. The yield is 0.890. (4) The reactants are [NH2:1][C:2]1[S:3][CH:4]=[CH:5][N:6]=1.N1C=CC=CC=1.Cl[C:14]([O:16][C:17]1[CH:22]=[CH:21][CH:20]=[CH:19][CH:18]=1)=[O:15].C(=O)(O)[O-].[Na+]. The catalyst is ClCCl. The product is [S:3]1[CH:4]=[CH:5][N:6]=[C:2]1[NH:1][C:14](=[O:15])[O:16][C:17]1[CH:22]=[CH:21][CH:20]=[CH:19][CH:18]=1. The yield is 0.750. (5) The reactants are [F:1][C:2]1[CH:3]=[C:4]([Cl:13])[C:5]([O:11][CH3:12])=[C:6]([CH:8]([NH2:10])[CH3:9])[CH:7]=1.F[C:15]1[CH:20]=[C:19]([F:21])[CH:18]=[CH:17][C:16]=1[S:22]([CH3:25])(=[O:24])=[O:23].C(N(CC)C(C)C)(C)C.ClCCl. The catalyst is CN(C)C=O. The product is [F:21][C:19]1[CH:20]=[CH:15][C:16]([S:22]([CH3:25])(=[O:24])=[O:23])=[C:17]([NH:10][CH:8]([C:6]2[CH:7]=[C:2]([F:1])[CH:3]=[C:4]([Cl:13])[C:5]=2[O:11][CH3:12])[CH3:9])[CH:18]=1. The yield is 0.260. (6) The reactants are [C:1]([N:5]1[CH:9]=[C:8]([NH:10][C:11]([NH:13][C:14]2[CH:19]=[C:18]([C:20]3[C:31](=[O:32])[N:30]([CH3:33])[C:23]4[N:24]=[C:25](NC)[N:26]=[CH:27][C:22]=4[CH:21]=3)[C:17]([CH3:34])=[CH:16][C:15]=2[F:35])=[O:12])[CH:7]=[N:6]1)([CH3:4])([CH3:3])[CH3:2].[NH2:36][C@@H:37]([CH3:40])[CH2:38][OH:39]. The catalyst is C1COCC1. The product is [C:1]([N:5]1[CH:9]=[C:8]([NH:10][C:11]([NH:13][C:14]2[CH:19]=[C:18]([C:20]3[C:31](=[O:32])[N:30]([CH3:33])[C:23]4[N:24]=[C:25]([NH:36][C@@H:37]([CH3:40])[CH2:38][OH:39])[N:26]=[CH:27][C:22]=4[CH:21]=3)[C:17]([CH3:34])=[CH:16][C:15]=2[F:35])=[O:12])[CH:7]=[N:6]1)([CH3:4])([CH3:3])[CH3:2]. The yield is 0.750. (7) The reactants are [OH:1][C:2]1[CH:15]=[CH:14][C:13]2[C:12](=[O:16])[C:11]3[C:6](=[CH:7][CH:8]=[C:9]([OH:17])[CH:10]=3)[C:5](=[O:18])[C:4]=2[CH:3]=1.[H-].[Na+].Cl[CH2:22][CH2:23][N:24]1[CH2:29][CH2:28][O:27][CH2:26][CH2:25]1.[CH3:30][OH:31]. The catalyst is CN(C=O)C.C1(C)C(C)=CC=CC=1.O.C(Cl)(Cl)Cl. The product is [O:27]1[CH2:28][CH2:29][N:24]([CH2:23][CH2:22][O:1][C:2]2[CH:15]=[CH:14][C:13]3[C:12](=[O:16])[C:11]4[C:6](=[CH:7][CH:8]=[C:9]([O:17][CH2:22][CH2:23][N:24]5[CH2:25][CH2:26][O:31][CH2:30][CH2:29]5)[CH:10]=4)[C:5](=[O:18])[C:4]=3[CH:3]=2)[CH2:25][CH2:26]1. The yield is 0.260.